Dataset: Reaction yield outcomes from USPTO patents with 853,638 reactions. Task: Predict the reaction yield, written as a fraction of the theoretical maximum amount of product (1.0 means a 100% yield; for example, 0.34 means a 34% yield). The reactants are [Li].[Br:2][C:3]1[CH:8]=[C:7]([F:9])[CH:6]=[CH:5][C:4]=1[C@@H:10]1[C:15]([C:16]([O:18][C@H:19](C)[C:20](OC(C)C)=O)=[O:17])=[C:14]([CH2:27][N:28]2[CH2:33][CH2:32][O:31][CH2:30][CH2:29]2)[NH:13][C:12]([C:34]2[S:35][CH:36]=[CH:37][N:38]=2)=[N:11]1. The catalyst is C(O)C. The product is [Br:2][C:3]1[CH:8]=[C:7]([F:9])[CH:6]=[CH:5][C:4]=1[C@H:10]1[C:15]([C:16]([O:18][CH2:19][CH3:20])=[O:17])=[C:14]([CH2:27][N:28]2[CH2:29][CH2:30][O:31][CH2:32][CH2:33]2)[NH:13][C:12]([C:34]2[S:35][CH:36]=[CH:37][N:38]=2)=[N:11]1. The yield is 0.750.